This data is from Catalyst prediction with 721,799 reactions and 888 catalyst types from USPTO. The task is: Predict which catalyst facilitates the given reaction. Reactant: C([N:8]1[CH2:13][CH2:12][CH:11]([N:14]2[C:22]3[C:17](=[CH:18][C:19]([F:23])=[CH:20][CH:21]=3)[CH:16]=[C:15]2[CH2:24][CH3:25])[CH2:10][CH2:9]1)C1C=CC=CC=1.C(O)(=O)C. Product: [NH:8]1[CH2:13][CH2:12][CH:11]([N:14]2[C:22]3[C:17](=[CH:18][C:19]([F:23])=[CH:20][CH:21]=3)[CH:16]=[C:15]2[CH2:24][CH3:25])[CH2:10][CH2:9]1. The catalyst class is: 5.